From a dataset of Catalyst prediction with 721,799 reactions and 888 catalyst types from USPTO. Predict which catalyst facilitates the given reaction. Reactant: C(OC[N:10]1[C:14]2[CH:15]=[C:16]([C:29]([NH:31][CH3:32])=[O:30])[CH:17]=[C:18]([NH:19][CH2:20][C:21]3[C:26]([CH3:27])=[CH:25][CH:24]=[CH:23][C:22]=3[CH3:28])[C:13]=2[N:12]=[C:11]1[CH3:33])C1C=CC=CC=1.C([O-])=O.[NH4+]. Product: [CH3:27][C:26]1[CH:25]=[CH:24][CH:23]=[C:22]([CH3:28])[C:21]=1[CH2:20][NH:19][C:18]1[C:13]2[N:12]=[C:11]([CH3:33])[NH:10][C:14]=2[CH:15]=[C:16]([C:29]([NH:31][CH3:32])=[O:30])[CH:17]=1. The catalyst class is: 63.